Dataset: Forward reaction prediction with 1.9M reactions from USPTO patents (1976-2016). Task: Predict the product of the given reaction. (1) Given the reactants [CH:1](NC(C)C)(C)C.C([Li])CCC.[CH2:13]([N:20]1[CH2:25][CH2:24]/[C:23](=[N:26]\[N:27]([CH3:29])[CH3:28])/[CH:22]([CH3:30])[CH2:21]1)[C:14]1[CH:19]=[CH:18][CH:17]=[CH:16][CH:15]=1.CI, predict the reaction product. The product is: [CH2:13]([N:20]1[CH2:25][CH:24]([CH3:1])[C:23](=[N:26][N:27]([CH3:29])[CH3:28])[CH:22]([CH3:30])[CH2:21]1)[C:14]1[CH:15]=[CH:16][CH:17]=[CH:18][CH:19]=1. (2) Given the reactants [F:1][C:2]1[CH:11]=[C:10]([N:12]2[CH2:17][CH2:16][N:15]3[CH2:18][CH2:19][CH2:20][C@H:14]3[CH2:13]2)[CH:9]=[CH:8][C:3]=1[C:4]([O:6]C)=[O:5].O.[OH-].[Li+], predict the reaction product. The product is: [F:1][C:2]1[CH:11]=[C:10]([N:12]2[CH2:17][CH2:16][N:15]3[CH2:18][CH2:19][CH2:20][C@H:14]3[CH2:13]2)[CH:9]=[CH:8][C:3]=1[C:4]([OH:6])=[O:5]. (3) Given the reactants [Cl:1][C:2]1[C:3]([CH2:8][NH:9][C:10]([C@H:12]2[CH2:17][CH2:16][C@H:15]([C:18]([O:20]C)=O)[CH2:14][CH2:13]2)=O)=[N:4][CH:5]=[CH:6][N:7]=1.CN(C=O)C, predict the reaction product. The product is: [Cl:1][C:2]1[C:3]2[N:4]([C:10]([C@H:12]3[CH2:17][CH2:16][C@H:15]([CH2:18][OH:20])[CH2:14][CH2:13]3)=[N:9][CH:8]=2)[CH:5]=[CH:6][N:7]=1. (4) Given the reactants C([Li])CCC.Br[C:7]1[C:8]([O:14][CH3:15])=[N:9][CH:10]=[C:11]([F:13])[CH:12]=1.[Si:16]([O:23][CH2:24]/[CH:25]=[N:26]/[S@:27]([C:29]([CH3:32])([CH3:31])[CH3:30])=[O:28])([C:19]([CH3:22])([CH3:21])[CH3:20])([CH3:18])[CH3:17].C([O-])(O)=O.[Na+], predict the reaction product. The product is: [Si:16]([O:23][CH2:24][C@@H:25]([NH:26][S@:27]([C:29]([CH3:32])([CH3:31])[CH3:30])=[O:28])[C:7]1[C:8]([O:14][CH3:15])=[N:9][CH:10]=[C:11]([F:13])[CH:12]=1)([C:19]([CH3:22])([CH3:21])[CH3:20])([CH3:18])[CH3:17]. (5) Given the reactants [Br:1][C:2]1[CH:3]=[N:4][C:5]2[N:6]([N:8]=[C:9]([C:11]([OH:13])=O)[CH:10]=2)[CH:7]=1.[CH3:14][CH:15]1[NH:20][CH2:19][CH2:18][N:17]2[C:21]([C:24]3[CH:28]=[CH:27][S:26][CH:25]=3)=[N:22][N:23]=[C:16]12, predict the reaction product. The product is: [Br:1][C:2]1[CH:3]=[N:4][C:5]2[N:6]([N:8]=[C:9]([C:11]([N:20]3[CH2:19][CH2:18][N:17]4[C:21]([C:24]5[CH:28]=[CH:27][S:26][CH:25]=5)=[N:22][N:23]=[C:16]4[CH:15]3[CH3:14])=[O:13])[CH:10]=2)[CH:7]=1.